Dataset: Reaction yield outcomes from USPTO patents with 853,638 reactions. Task: Predict the reaction yield, written as a fraction of the theoretical maximum amount of product (1.0 means a 100% yield; for example, 0.34 means a 34% yield). (1) The reactants are F.F.F.C(N(CC)CC)C.[Si]([O:28][CH2:29][C@H:30]1[O:34][C@@H:33]([N:35]2[CH:42]=[C:41]([CH3:43])[C:39](=[O:40])[NH:38][C:36]2=[O:37])[C@H:32]([O:44][CH2:45][CH2:46][O:47][N:48]([CH3:50])[CH3:49])[C@@H:31]1[OH:51])(C(C)(C)C)(C1C=CC=CC=1)C1C=CC=CC=1.CO. The catalyst is C1COCC1.C(Cl)Cl. The product is [CH3:49][N:48]([CH3:50])[O:47][CH2:46][CH2:45][O:44][C@@H:32]1[C@H:31]([OH:51])[C@@H:30]([CH2:29][OH:28])[O:34][C@H:33]1[N:35]1[CH:42]=[C:41]([CH3:43])[C:39](=[O:40])[NH:38][C:36]1=[O:37]. The yield is 0.925. (2) The yield is 0.659. The reactants are O1CCCOB1[C:7]1[CH:14]=[CH:13][CH:12]=[CH:11][C:8]=1[C:9]#[N:10].Br[C:16]1[CH:22]=[C:21]([CH2:23][CH2:24][CH2:25][CH3:26])[CH:20]=[CH:19][C:17]=1[NH2:18].C(=O)([O-])[O-].[K+].[K+].C(O)C. The product is [CH2:23]([C:21]1[CH:22]=[CH:16][C:17]2[C:19](=[C:7]3[C:8](=[C:9]([NH2:10])[N:18]=2)[CH:11]=[CH:12][CH:13]=[CH:14]3)[CH:20]=1)[CH2:24][CH2:25][CH3:26]. The catalyst is C1(C)C=CC=CC=1.C1C=CC([P]([Pd]([P](C2C=CC=CC=2)(C2C=CC=CC=2)C2C=CC=CC=2)([P](C2C=CC=CC=2)(C2C=CC=CC=2)C2C=CC=CC=2)[P](C2C=CC=CC=2)(C2C=CC=CC=2)C2C=CC=CC=2)(C2C=CC=CC=2)C2C=CC=CC=2)=CC=1. (3) The reactants are C(=O)([O-])[O-].[K+].[K+].[CH3:7][N:8]1[CH2:13][CH2:12][NH:11][CH2:10][CH2:9]1.F[C:15]1[CH:22]=[CH:21][C:18]([CH:19]=[O:20])=[CH:17][CH:16]=1. The catalyst is O. The product is [CH3:7][N:8]1[CH2:13][CH2:12][N:11]([C:15]2[CH:22]=[CH:21][C:18]([CH:19]=[O:20])=[CH:17][CH:16]=2)[CH2:10][CH2:9]1. The yield is 0.960. (4) The catalyst is CN(C1C=CN=CC=1)C.ClCCl.C(OCC)(=O)C. The product is [Br:1][CH:2]([C:6]1[CH:11]=[CH:10][CH:9]=[CH:8][CH:7]=1)[C:3]([O:5][C@H:18]([C:12]1[CH:17]=[CH:16][CH:15]=[CH:14][CH:13]=1)[CH3:19])=[O:4]. The reactants are [Br:1][CH:2]([C:6]1[CH:11]=[CH:10][CH:9]=[CH:8][CH:7]=1)[C:3]([OH:5])=[O:4].[C:12]1([C@@H:18](O)[CH3:19])[CH:17]=[CH:16][CH:15]=[CH:14][CH:13]=1.CCN=C=NCCCN(C)C. The yield is 0.730. (5) The reactants are [CH3:1][O:2][C:3](=[O:23])[C:4]1[CH:9]=[C:8]([C:10](=[O:14])[CH2:11][CH2:12][CH3:13])[C:7]([C:15]([F:18])([F:17])[F:16])=[CH:6][C:5]=1[NH:19]C(=O)C.O.OS(O)(=O)=O. The catalyst is CO.CCOC(C)=O. The product is [CH3:1][O:2][C:3](=[O:23])[C:4]1[CH:9]=[C:8]([C:10](=[O:14])[CH2:11][CH2:12][CH3:13])[C:7]([C:15]([F:17])([F:18])[F:16])=[CH:6][C:5]=1[NH2:19]. The yield is 0.820. (6) The reactants are [C:1]1([C:7]2[CH:8]=[C:9]([C:16](Cl)=[O:17])[S:10][C:11]=2[C:12]([F:15])([F:14])[F:13])[CH:6]=[CH:5][CH:4]=[CH:3][CH:2]=1.[CH3:19][N:20]1[C:24]([NH2:25])=[CH:23][C:22]([CH3:26])=[N:21]1.N1C=CC=CC=1. The catalyst is C(#N)C. The product is [CH3:19][N:20]1[C:24]([NH:25][C:16]([C:9]2[S:10][C:11]([C:12]([F:15])([F:14])[F:13])=[C:7]([C:1]3[CH:6]=[CH:5][CH:4]=[CH:3][CH:2]=3)[CH:8]=2)=[O:17])=[CH:23][C:22]([CH3:26])=[N:21]1. The yield is 0.288. (7) The reactants are [C:1]([O:5][C:6](=[O:24])[N:7]([C:9]([C:16]1[CH:21]=[CH:20][C:19]([Cl:22])=[C:18]([Cl:23])[CH:17]=1)([CH2:13][NH:14][CH3:15])[CH2:10][CH:11]=[CH2:12])[CH3:8])([CH3:4])([CH3:3])[CH3:2].N1C=CC=CC=1.[F:38][C:37]([F:40])([F:39])[C:36](O[C:36](=[O:41])[C:37]([F:40])([F:39])[F:38])=[O:41].O. The catalyst is C(Cl)Cl. The product is [C:1]([O:5][C:6](=[O:24])[N:7]([C:9]([C:16]1[CH:21]=[CH:20][C:19]([Cl:22])=[C:18]([Cl:23])[CH:17]=1)([CH2:13][N:14]([CH3:15])[C:36](=[O:41])[C:37]([F:38])([F:39])[F:40])[CH2:10][CH:11]=[CH2:12])[CH3:8])([CH3:2])([CH3:3])[CH3:4]. The yield is 0.770.